This data is from Full USPTO retrosynthesis dataset with 1.9M reactions from patents (1976-2016). The task is: Predict the reactants needed to synthesize the given product. (1) Given the product [CH2:1]([N:8]1[C:16]2[C:11](=[C:12]([C:17]3[CH:26]=[C:25]4[C:20]([CH:21]=[CH:22][CH:23]=[N:24]4)=[C:19]([N:28]4[CH2:33][CH2:32][O:31][CH2:30][CH2:29]4)[N:18]=3)[CH:13]=[CH:14][CH:15]=2)[CH:10]=[CH:9]1)[C:2]1[CH:7]=[CH:6][CH:5]=[CH:4][CH:3]=1, predict the reactants needed to synthesize it. The reactants are: [CH2:1]([N:8]1[C:16]2[C:11](=[C:12]([C:17]3[CH:26]=[C:25]4[C:20]([CH:21]=[CH:22][CH:23]=[N:24]4)=[C:19](Cl)[N:18]=3)[CH:13]=[CH:14][CH:15]=2)[CH:10]=[CH:9]1)[C:2]1[CH:7]=[CH:6][CH:5]=[CH:4][CH:3]=1.[NH:28]1[CH2:33][CH2:32][O:31][CH2:30][CH2:29]1. (2) Given the product [Cl:1][C:2]1[CH:7]=[C:6]([C:10]2[S:9][CH:13]=[CH:12][CH:11]=2)[N:5]=[CH:4][N:3]=1, predict the reactants needed to synthesize it. The reactants are: [Cl:1][C:2]1[CH:7]=[C:6](Cl)[N:5]=[CH:4][N:3]=1.[S:9]1[CH:13]=[CH:12][CH:11]=[C:10]1B(O)O.C1C=CC(P(C2C=CC=CC=2)C2C=CC=CC=2)=CC=1.C([O-])([O-])=O.[Na+].[Na+]. (3) Given the product [Cl:1][C:2]1[C:3]([CH2:12][OH:13])=[N:4][C:5]([C:8]([F:11])([F:9])[F:10])=[CH:6][CH:7]=1, predict the reactants needed to synthesize it. The reactants are: [Cl:1][C:2]1[C:3]([C:12](OC)=[O:13])=[N:4][C:5]([C:8]([F:11])([F:10])[F:9])=[CH:6][CH:7]=1.CC(C[AlH]CC(C)C)C. (4) Given the product [Cl:36][C:37]1[N:42]=[C:41]([C:15]2[S:14][C:13]3[C:8]([O:7][CH3:6])=[CH:9][CH:10]=[CH:11][C:12]=3[CH:16]=2)[C:40]([Cl:44])=[CH:39][N:38]=1, predict the reactants needed to synthesize it. The reactants are: C([Li])CCC.[CH3:6][O:7][C:8]1[C:13]2[S:14][CH:15]=[CH:16][C:12]=2[CH:11]=[CH:10][CH:9]=1.B(OC(C)C)(OC(C)C)OC(C)C.C([O-])([O-])=O.[Na+].[Na+].[Cl:36][C:37]1[N:42]=[C:41](Cl)[C:40]([Cl:44])=[CH:39][N:38]=1. (5) Given the product [F:31][C:27]1[N:26]2[CH:32]=[C:23]([CH2:22][N:12]3[C@@H:13]4[C@@H:8]([CH2:7][CH2:6][C:5]5[C:14]4=[N:1][CH:2]=[CH:3][CH:4]=5)[CH2:9][CH2:10][CH2:11]3)[N:24]=[C:25]2[CH:30]=[CH:29][CH:28]=1, predict the reactants needed to synthesize it. The reactants are: [NH:1]1[C@@H:14]2[C@@H:5]([CH2:6][CH2:7][C:8]3[C:13]2=[N:12][CH:11]=[CH:10][CH:9]=3)[CH2:4][CH2:3][CH2:2]1.C(=O)([O-])[O-].[K+].[K+].Cl[CH2:22][C:23]1[N:24]=[C:25]2[CH:30]=[CH:29][CH:28]=[C:27]([F:31])[N:26]2[CH:32]=1.[I-].[K+]. (6) Given the product [NH2:23][C:5]1[C:4]([O:26][C:27]2[CH:28]=[CH:29][CH:30]=[CH:31][CH:32]=2)=[N:3][C:2]([CH3:1])=[C:7]([CH3:8])[C:6]=1[NH:9][CH2:10][CH2:11][O:12][CH2:13][CH2:14][NH:15][C:16](=[O:22])[O:17][C:18]([CH3:19])([CH3:20])[CH3:21], predict the reactants needed to synthesize it. The reactants are: [CH3:1][C:2]1[C:7]([CH3:8])=[C:6]([NH:9][CH2:10][CH2:11][O:12][CH2:13][CH2:14][NH:15][C:16](=[O:22])[O:17][C:18]([CH3:21])([CH3:20])[CH3:19])[C:5]([N+:23]([O-])=O)=[C:4]([O:26][C:27]2[CH:32]=[CH:31][CH:30]=[CH:29][CH:28]=2)[N:3]=1.